Task: Regression. Given two drug SMILES strings and cell line genomic features, predict the synergy score measuring deviation from expected non-interaction effect.. Dataset: NCI-60 drug combinations with 297,098 pairs across 59 cell lines (1) Drug 1: CC(C1=C(C=CC(=C1Cl)F)Cl)OC2=C(N=CC(=C2)C3=CN(N=C3)C4CCNCC4)N. Cell line: HS 578T. Drug 2: CC1=C2C(C(=O)C3(C(CC4C(C3C(C(C2(C)C)(CC1OC(=O)C(C(C5=CC=CC=C5)NC(=O)OC(C)(C)C)O)O)OC(=O)C6=CC=CC=C6)(CO4)OC(=O)C)O)C)O. Synergy scores: CSS=38.8, Synergy_ZIP=9.89, Synergy_Bliss=11.9, Synergy_Loewe=-21.7, Synergy_HSA=7.68. (2) Drug 1: CN(C(=O)NC(C=O)C(C(C(CO)O)O)O)N=O. Drug 2: C(CCl)NC(=O)N(CCCl)N=O. Cell line: A549. Synergy scores: CSS=76.5, Synergy_ZIP=-2.69, Synergy_Bliss=-2.82, Synergy_Loewe=-4.39, Synergy_HSA=-1.65. (3) Synergy scores: CSS=29.1, Synergy_ZIP=-6.77, Synergy_Bliss=-7.81, Synergy_Loewe=-4.83, Synergy_HSA=-2.70. Drug 1: C1=NC2=C(N1)C(=S)N=C(N2)N. Drug 2: C1CCC(C(C1)N)N.C(=O)(C(=O)[O-])[O-].[Pt+4]. Cell line: NCI/ADR-RES. (4) Drug 1: CCC1(CC2CC(C3=C(CCN(C2)C1)C4=CC=CC=C4N3)(C5=C(C=C6C(=C5)C78CCN9C7C(C=CC9)(C(C(C8N6C)(C(=O)OC)O)OC(=O)C)CC)OC)C(=O)OC)O. Drug 2: B(C(CC(C)C)NC(=O)C(CC1=CC=CC=C1)NC(=O)C2=NC=CN=C2)(O)O. Cell line: HCT116. Synergy scores: CSS=70.9, Synergy_ZIP=-0.489, Synergy_Bliss=-2.46, Synergy_Loewe=-4.51, Synergy_HSA=-1.23. (5) Drug 1: CC12CCC(CC1=CCC3C2CCC4(C3CC=C4C5=CN=CC=C5)C)O. Drug 2: CCC1(CC2CC(C3=C(CCN(C2)C1)C4=CC=CC=C4N3)(C5=C(C=C6C(=C5)C78CCN9C7C(C=CC9)(C(C(C8N6C)(C(=O)OC)O)OC(=O)C)CC)OC)C(=O)OC)O.OS(=O)(=O)O. Cell line: HCT-15. Synergy scores: CSS=15.5, Synergy_ZIP=3.65, Synergy_Bliss=8.67, Synergy_Loewe=4.84, Synergy_HSA=6.57.